From a dataset of Full USPTO retrosynthesis dataset with 1.9M reactions from patents (1976-2016). Predict the reactants needed to synthesize the given product. (1) The reactants are: [O:1]=[C:2]([N:16]1[CH2:21][CH2:20][N:19]2[C:22]([C:25]([F:28])([F:27])[F:26])=[N:23][N:24]=[C:18]2[CH2:17]1)[CH2:3][C:4](=[O:15])[CH2:5][C:6]1[CH:11]=[C:10]([F:12])[C:9]([F:13])=[CH:8][C:7]=1[F:14].B. Given the product [OH:15][CH:4]([CH2:5][C:6]1[CH:11]=[C:10]([F:12])[C:9]([F:13])=[CH:8][C:7]=1[F:14])[CH2:3][C:2]([N:16]1[CH2:21][CH2:20][N:19]2[C:22]([C:25]([F:28])([F:27])[F:26])=[N:23][N:24]=[C:18]2[CH2:17]1)=[O:1], predict the reactants needed to synthesize it. (2) Given the product [F:13][C:10]1[CH:9]=[CH:8][C:7]([CH2:6][C:5]([CH3:15])([CH3:14])[C:4]([OH:16])=[O:3])=[CH:12][CH:11]=1, predict the reactants needed to synthesize it. The reactants are: C([O:3][C:4](=[O:16])[C:5]([CH3:15])([CH3:14])[CH2:6][C:7]1[CH:12]=[CH:11][C:10]([F:13])=[CH:9][CH:8]=1)C.[OH-].[Na+].Cl. (3) Given the product [CH3:4][C:3]([CH3:7])([CH2:5][O:6][CH:9]1[CH2:10][CH2:11][CH2:12][CH2:13][O:8]1)[CH2:2][OH:1], predict the reactants needed to synthesize it. The reactants are: [OH:1][CH2:2][C:3]([CH3:7])([CH2:5][OH:6])[CH3:4].[O:8]1[CH:13]=[CH:12][CH2:11][CH2:10][CH2:9]1.C([O-])(O)=O.[Na+]. (4) Given the product [Cl:1][C:2]1[CH:7]=[CH:6][C:5]([C:8]2[C:9]([C:14]([OH:16])=[O:15])=[CH:10][CH:11]=[CH:12][CH:13]=2)=[CH:4][C:3]=1[C:18]([NH:20][C@@H:21]([CH:23]1[CH2:28][CH2:27][CH2:26][CH2:25][CH2:24]1)[CH3:22])=[O:19], predict the reactants needed to synthesize it. The reactants are: [Cl:1][C:2]1[CH:7]=[CH:6][C:5]([C:8]2[C:9]([C:14]([O:16]C)=[O:15])=[CH:10][CH:11]=[CH:12][CH:13]=2)=[CH:4][C:3]=1[C:18]([NH:20][C@@H:21]([CH:23]1[CH2:28][CH2:27][CH2:26][CH2:25][CH2:24]1)[CH3:22])=[O:19].[OH-].[K+].O.CO. (5) Given the product [Br:14][C:15]1[CH:20]=[CH:19][C:18]([C:21]2[CH2:26][CH2:25][N:24]([C:11]([C:9]3[CH:10]=[C:5]4[N:4]=[CH:3][C:2]([Cl:1])=[CH:7][N:6]4[N:8]=3)=[O:13])[CH2:23][CH:22]=2)=[CH:17][CH:16]=1, predict the reactants needed to synthesize it. The reactants are: [Cl:1][C:2]1[CH:3]=[N:4][C:5]2[N:6]([N:8]=[C:9]([C:11]([OH:13])=O)[CH:10]=2)[CH:7]=1.[Br:14][C:15]1[CH:20]=[CH:19][C:18]([C:21]2[CH2:22][CH2:23][NH:24][CH2:25][CH:26]=2)=[CH:17][CH:16]=1. (6) Given the product [CH3:17][O:16][N:14]([CH3:15])[C:12]([C:9]1[CH:10]=[C:11]2[C:6](=[CH:7][CH:8]=1)[N:5]=[CH:4][CH:3]=[C:2]2/[CH:18]=[CH:19]/[C:20]1[CH:25]=[CH:24][CH:23]=[CH:22][CH:21]=1)=[O:13], predict the reactants needed to synthesize it. The reactants are: Br[C:2]1[C:11]2[C:6](=[CH:7][CH:8]=[C:9]([C:12]([N:14]([O:16][CH3:17])[CH3:15])=[O:13])[CH:10]=2)[N:5]=[CH:4][CH:3]=1.[CH:18](/B(O)O)=[CH:19]\[C:20]1[CH:25]=[CH:24][CH:23]=[CH:22][CH:21]=1.COC1C=CC=C(OC)C=1C1C=CC=CC=1P(C1CCCCC1)C1CCCCC1.[O-]P([O-])([O-])=O.[K+].[K+].[K+].O. (7) Given the product [BrH:9].[NH2:7][C:4]1[CH:5]=[CH:6][N:1]2[CH:10]=[C:11]([C:13]3[CH:18]=[CH:17][C:16]([OH:19])=[CH:15][CH:14]=3)[N:8]=[C:2]2[CH:3]=1, predict the reactants needed to synthesize it. The reactants are: [N:1]1[CH:6]=[CH:5][C:4]([NH2:7])=[CH:3][C:2]=1[NH2:8].[Br:9][CH2:10][C:11]([C:13]1[CH:18]=[CH:17][C:16]([OH:19])=[CH:15][CH:14]=1)=O.